Dataset: Catalyst prediction with 721,799 reactions and 888 catalyst types from USPTO. Task: Predict which catalyst facilitates the given reaction. Reactant: [Si:1]([O:8][CH2:9][C@@H:10]([NH:24][C:25](=[O:31])[O:26][C:27]([CH3:30])([CH3:29])[CH3:28])[C@H:11]([C:14]1[CH:19]=[CH:18][C:17]([C:20]([F:23])([F:22])[F:21])=[CH:16][CH:15]=1)[CH2:12][OH:13])([C:4]([CH3:7])([CH3:6])[CH3:5])([CH3:3])[CH3:2].[C:32](Cl)(=[O:37])[C:33]([CH3:36])([CH3:35])[CH3:34]. Product: [C:32]([O:13][CH2:12][C@@H:11]([C:14]1[CH:15]=[CH:16][C:17]([C:20]([F:23])([F:21])[F:22])=[CH:18][CH:19]=1)[C@H:10]([NH:24][C:25]([O:26][C:27]([CH3:30])([CH3:29])[CH3:28])=[O:31])[CH2:9][O:8][Si:1]([C:4]([CH3:6])([CH3:7])[CH3:5])([CH3:3])[CH3:2])(=[O:37])[C:33]([CH3:36])([CH3:35])[CH3:34]. The catalyst class is: 172.